Dataset: Catalyst prediction with 721,799 reactions and 888 catalyst types from USPTO. Task: Predict which catalyst facilitates the given reaction. Reactant: Cl[C:2]1[CH:7]=[CH:6][C:5]([N+:8]([O-:10])=[O:9])=[CH:4][N:3]=1.C(N=[N+]=[N-])C.[CH3:16][N:17]([CH3:21])[CH2:18][CH2:19][NH2:20]. Product: [CH3:16][N:17]([CH3:21])[CH2:18][CH2:19][NH:20][C:2]1[CH:7]=[CH:6][C:5]([N+:8]([O-:10])=[O:9])=[CH:4][N:3]=1. The catalyst class is: 23.